This data is from Drug-target binding data from BindingDB using IC50 measurements. The task is: Regression. Given a target protein amino acid sequence and a drug SMILES string, predict the binding affinity score between them. We predict pIC50 (pIC50 = -log10(IC50 in M); higher means more potent). Dataset: bindingdb_ic50. (1) The drug is N#C/C(=C\c1nc2c(N)ncnc2n1CCCO)C(N)=O. The target protein sequence is MQTVGVHSIVQQLHRNSIQFTDGYEVKEDIGVGSYSVVKRCIHKATNMEFAVKIIDKSKRDPTEEIEILLRYGQHPNIITLKDVYDDGKYVYVVTELMKGGELLDKILRQKFFSEREASAVLFTITKTVEYLHAQGVVHRDLKPSNILYVDESGNPESIRICDFGFAKQLRAENGLLMTPCYTANFVAPEVLKRQGYDAACDIWSLGVLLYTMLTGYTPFANGPDDTPEEILARIGSGKFSLSGGYWNSVSDTAKDLVSKMLHVDPHQRLTAALVLRHPWIVHWDQLPQYQLNRQDAPHLVKGAMAATYSALNRNQSPVLEPVGRSTLAQRRGIKKITSTAL. The pIC50 is 3.8. (2) The drug is COC(=O)c1ccccc1CNC(=O)N1CCC[C@H]1C(=O)Nc1cccc(OC(F)(F)F)c1. The target protein sequence is ARGSHPWQVALLSGNQLHCGGVLVNERWVLTAAHCKMNEYTVHLGSDTLGDRRAQRIKASKSFRHPGYSTQTHVNDLMLVKLNSQARLSSMVKKVRLPSRCEPPGTTCTVSGWGTTTSPDVTFPSDLMCVDVKLISPQDCTKVRKDLLENSMLCAGIPDSKKNACNGDSGGPLVCRGTLQGLVSWGTFPCGQPNDPGVYTQVCKFTKWINDTMKKHR. The pIC50 is 5.1. (3) The small molecule is O=C1CCc2cc(/C=C/C(=O)N3CCCC(Oc4ccccc4)C3)cnc2N1. The target protein (Q2FZQ3) has sequence MLNLENKTYVIMGIANKRSIAFGVAKVLDQLGAKLVFTYRKERSRKELEKLLEQLNQPEAHLYQIDVQSDEEVINGFEQIGKDVGNIDGVYHSIAFANMEDLRGRFSETSREGFLLAQDISSYSLTIVAHEAKKLMPEGGSIVATTYLGGEFAVQNYNVMGVAKASLEANVKYLALDLGPDNIRVNAISASPIRTLSAKGVGGFNTILKEIEERAPLKRNVDQVEVGKTAAYLLSDLSSGVTGENIHVDSGFHAIK. The pIC50 is 5.0. (4) The compound is CC1(C)C=Cc2cc3c(cc2O1)OC[C@H]1c2ccc(O)cc2O[C@@H]31. The target protein (P0C6E9) has sequence MRFKNVKKTALMLAMFGMATSSNAALFDYNATGDTEFDSPAKQGWMQDNTNNGSGVLTNADGMPAWLVQGIGGRAQWTYSLSTNQHAQASSFGWRMTTEMKVLSGGMITNYYANGTQRVLPIISLDSSGNLVVEFEGQTGRTVLATGTAATEYHKFELVFLPGSNPSASFYFDGKLIRDNIQPTASKQNMIVWGNGSSNTDGVAAYRDIKFEIQGDVIFRGPDRIPSIVASSVTPGVVTAFAEKRVGGGDPGALSNTNDIITRTSRDGGITWDTELNLTEQINVSDEFDFSDPRPIYDPSSNTVLVSYARWPTDAAQNGDRIKPWMPNGIFYSVYDVASGNWQAPIDVTDQVKERSFQIAGWGGSELYRRNTSLNSQQDWQSNAKIRIVDGAANQIQVADGSRKYVVTLSIDESGGLVANLNGVSAPIILQSEHAKVHSFHDYELQYSALNHTTTLFVDGQQITTWAGEVSQENNIQFGNADAQIDGRLHVQKIVLTQQG.... The pIC50 is 4.3. (5) The drug is O=C1/C(=C/c2ccc([N+](=O)[O-])cc2)CS(=O)(=O)C/C1=C\c1ccc([N+](=O)[O-])cc1. The target protein (Q9UMW8) has sequence MSKAFGLLRQICQSILAESSQSPADLEEKKEEDSNMKREQPRERPRAWDYPHGLVGLHNIGQTCCLNSLIQVFVMNVDFTRILKRITVPRGADEQRRSVPFQMLLLLEKMQDSRQKAVRPLELAYCLQKCNVPLFVQHDAAQLYLKLWNLIKDQITDVHLVERLQALYTIRVKDSLICVDCAMESSRNSSMLTLPLSLFDVDSKPLKTLEDALHCFFQPRELSSKSKCFCENCGKKTRGKQVLKLTHLPQTLTIHLMRFSIRNSQTRKICHSLYFPQSLDFSQILPMKRESCDAEEQSGGQYELFAVIAHVGMADSGHYCVYIRNAVDGKWFCFNDSNICLVSWEDIQCTYGNPNYHWQETAYLLVYMKMEC. The pIC50 is 4.5.